From a dataset of Full USPTO retrosynthesis dataset with 1.9M reactions from patents (1976-2016). Predict the reactants needed to synthesize the given product. (1) The reactants are: [Cl:1][C:2]1[CH:7]=[CH:6][C:5]([S:8][C:9]2[C:17]3[C:16]([CH:18]([CH3:20])[CH3:19])=[CH:15][C:14]([C:21]#[N:22])=[CH:13][C:12]=3[N:11]3[CH2:23][CH2:24][CH:25]([CH2:26][C:27]([OH:29])=[O:28])[C:10]=23)=[CH:4][CH:3]=1.[N:30]([Sn](CCCC)(CCCC)CCCC)=[N+:31]=[N-:32].[CH3:46]C(O)=O. Given the product [Cl:1][C:2]1[CH:7]=[CH:6][C:5]([S:8][C:9]2[C:17]3[C:16]([CH:18]([CH3:20])[CH3:19])=[CH:15][C:14]([C:21]4[N:30]=[N:31][NH:32][N:22]=4)=[CH:13][C:12]=3[N:11]3[CH2:23][CH2:24][CH:25]([CH2:26][C:27]([O:29][CH3:46])=[O:28])[C:10]=23)=[CH:4][CH:3]=1, predict the reactants needed to synthesize it. (2) Given the product [ClH:36].[CH3:12][CH:10]([NH:9][C:8]1[C:3]([C:1]#[N:2])=[CH:4][C:5]([C:13]2[O:17][N:16]=[C:15]([C:18]3[C:19]([CH3:35])=[C:20]4[C:25](=[CH:26][CH:27]=3)[CH2:24][NH:23][CH2:22][CH2:21]4)[N:14]=2)=[CH:6][N:7]=1)[CH3:11], predict the reactants needed to synthesize it. The reactants are: [C:1]([C:3]1[CH:4]=[C:5]([C:13]2[O:17][N:16]=[C:15]([C:18]3[C:19]([CH3:35])=[C:20]4[C:25](=[CH:26][CH:27]=3)[CH2:24][N:23](C(OC(C)(C)C)=O)[CH2:22][CH2:21]4)[N:14]=2)[CH:6]=[N:7][C:8]=1[NH:9][CH:10]([CH3:12])[CH3:11])#[N:2].[ClH:36]. (3) Given the product [CH2:41]([N:39]1[CH2:38][CH2:37][C@H:36]([NH:35][C:1]([CH2:4][C:5]2[CH:10]=[C:9]([F:11])[CH:8]=[CH:7][C:6]=2[S:12]([NH:15][C:16]2[C:25]([C:26]([O:28][CH3:29])=[O:27])=[C:24]3[C:19]([CH:20]4[CH2:30][CH:21]4[CH2:22][O:23]3)=[CH:18][CH:17]=2)(=[O:13])=[O:14])=[O:2])[CH2:40]1)[CH3:42], predict the reactants needed to synthesize it. The reactants are: [C:1]([CH2:4][C:5]1[CH:10]=[C:9]([F:11])[CH:8]=[CH:7][C:6]=1[S:12]([NH:15][C:16]1[C:25]([C:26]([O:28][CH3:29])=[O:27])=[C:24]2[C:19]([CH:20]3[CH2:30][CH:21]3[CH2:22][O:23]2)=[CH:18][CH:17]=1)(=[O:14])=[O:13])(O)=[O:2].CCN=C=[N:35][CH2:36][CH2:37][CH2:38][N:39]([CH3:41])[CH3:40].[CH2:42](N(CC)CC)C. (4) Given the product [CH2:8]([N:15]1[CH2:20][CH2:19][CH2:18][CH:17]([CH2:21][N:22]([C:27]2[CH:28]=[CH:29][CH:30]=[CH:31][CH:32]=2)[C:23](=[O:26])[CH2:24][CH3:25])[CH2:16]1)[C:34]1[CH:39]=[CH:38][CH:37]=[CH:36][CH:35]=1, predict the reactants needed to synthesize it. The reactants are: FC(F)(F)C(O)=O.[C:8]([N:15]1[CH2:20][CH2:19][CH2:18][CH:17]([CH2:21][N:22]([C:27]2[CH:32]=[CH:31][CH:30]=[CH:29][CH:28]=2)[C:23](=[O:26])[CH2:24][CH3:25])[CH2:16]1)(OC(C)(C)C)=O.C(=O)[C:34]1[CH:39]=[CH:38][CH:37]=[CH:36][CH:35]=1.[BH-](OC(C)=O)(OC(C)=O)OC(C)=O.[Na+]. (5) Given the product [NH2:11][C:8]1[CH:9]=[C:10]2[C:5](=[CH:6][C:7]=1[N+:15]([O-:17])=[O:16])[N:4]([CH2:20][CH2:21][CH2:22][CH2:23][CH3:24])[C:3](=[O:18])[C:2]2([CH3:1])[CH3:19], predict the reactants needed to synthesize it. The reactants are: [CH3:1][C:2]1([CH3:19])[C:10]2[C:5](=[CH:6][C:7]([N+:15]([O-:17])=[O:16])=[C:8]([NH:11]C(=O)C)[CH:9]=2)[NH:4][C:3]1=[O:18].[CH2:20](I)[CH2:21][CH2:22][CH2:23][CH3:24].C([O-])([O-])=O.[K+].[K+].CC#N. (6) Given the product [CH3:1][O:2][C:3]1[CH:8]=[CH:7][C:6]([C:9]2([CH2:10][S:11][CH2:12][C:13]([O:15][CH2:16][CH3:17])=[O:14])[O:22][CH2:21][C:20]([CH3:25])([CH3:23])[CH2:19][O:18]2)=[CH:5][CH:4]=1, predict the reactants needed to synthesize it. The reactants are: [CH3:1][O:2][C:3]1[CH:8]=[CH:7][C:6]([C:9](=[O:18])[CH2:10][S:11][CH2:12][C:13]([O:15][CH2:16][CH3:17])=[O:14])=[CH:5][CH:4]=1.[CH3:19][C:20]([CH3:25])([CH2:23]O)[CH2:21][OH:22].C1(C)C=CC(S(O)(=O)=O)=CC=1.